Dataset: Full USPTO retrosynthesis dataset with 1.9M reactions from patents (1976-2016). Task: Predict the reactants needed to synthesize the given product. (1) Given the product [NH2:43][C:41]([C:36]1[CH:37]=[N:38][C:39]2[C:34]([C:35]=1[NH:1][C:2]1[CH:3]=[C:4]([C:18]([OH:20])=[O:19])[CH:5]=[C:6]([C:8]3[CH:13]=[CH:12][C:11]([O:14][CH3:15])=[C:10]([O:16][CH3:17])[CH:9]=3)[CH:7]=1)=[CH:33][CH:32]=[C:31]([C:26]1[C:27]([O:29][CH3:30])=[N:28][C:23]([O:22][CH3:21])=[N:24][CH:25]=1)[CH:40]=2)=[O:42], predict the reactants needed to synthesize it. The reactants are: [NH2:1][C:2]1[CH:3]=[C:4]([C:18]([OH:20])=[O:19])[CH:5]=[C:6]([C:8]2[CH:13]=[CH:12][C:11]([O:14][CH3:15])=[C:10]([O:16][CH3:17])[CH:9]=2)[CH:7]=1.[CH3:21][O:22][C:23]1[N:28]=[C:27]([O:29][CH3:30])[C:26]([C:31]2[CH:40]=[C:39]3[C:34]([C:35](Cl)=[C:36]([C:41]([NH2:43])=[O:42])[CH:37]=[N:38]3)=[CH:33][CH:32]=2)=[CH:25][N:24]=1. (2) Given the product [CH:13]1([C:18]([CH2:1][NH:2][C:3]2[CH:12]=[CH:11][C:6]([C:7]([OH:9])=[O:8])=[CH:5][CH:4]=2)=[O:19])[CH2:17][CH2:16][CH2:15][CH2:14]1, predict the reactants needed to synthesize it. The reactants are: [CH3:1][NH:2][C:3]1[CH:12]=[CH:11][C:6]([C:7]([O:9]C)=[O:8])=[CH:5][CH:4]=1.[CH:13]1([C:18](O)=[O:19])[CH2:17][CH2:16][CH2:15][CH2:14]1. (3) The reactants are: Cl.Cl.[CH3:3][C@@:4]1([CH2:15][N:16]2[CH2:21][CH2:20][NH:19][CH2:18][CH2:17]2)[O:8][C:7]2=[N:9][C:10]([N+:12]([O-:14])=[O:13])=[CH:11][N:6]2[CH2:5]1.C(=O)([O-])[O-].[K+].[K+].[Cl:28][C:29]1[CH:34]=[CH:33][C:32]([C:35]2[CH2:36][CH2:37][N:38]([C:41](Cl)=[O:42])[CH2:39][CH:40]=2)=[CH:31][CH:30]=1.O. Given the product [Cl:28][C:29]1[CH:34]=[CH:33][C:32]([C:35]2[CH2:40][CH2:39][N:38]([C:41]([N:19]3[CH2:18][CH2:17][N:16]([CH2:15][C@:4]4([CH3:3])[O:8][C:7]5=[N:9][C:10]([N+:12]([O-:14])=[O:13])=[CH:11][N:6]5[CH2:5]4)[CH2:21][CH2:20]3)=[O:42])[CH2:37][CH:36]=2)=[CH:31][CH:30]=1, predict the reactants needed to synthesize it. (4) Given the product [C:80]([S:79][S:78][CH2:77][CH2:76][NH:67][CH2:68][CH2:69][C:70]([O:40][C@H:39]1[C@@H:38]([OH:41])[C@H:37]([N:42]2[CH:50]=[N:49][C:48]3[C:43]2=[N:44][CH:45]=[N:46][C:47]=3[NH2:51])[O:36][C@@H:35]1[CH2:34][O:33][P:30]([O:29][C@H:28]1[CH2:27][C@H:26]([N:52]2[CH:57]=[CH:56][C:55]([NH2:58])=[N:54][C:53]2=[O:59])[O:25][C@@H:24]1[CH2:23][O:22][P:18]([OH:21])([OH:20])=[O:19])([OH:32])=[O:31])=[O:71])([CH3:83])([CH3:82])[CH3:81], predict the reactants needed to synthesize it. The reactants are: C([N+](CCCC)(CCCC)CCCC)CCC.[P:18]([O:22][CH2:23][C@@H:24]1[C@@H:28]([O:29][P:30]([O:33][CH2:34][C@@H:35]2[C@@H:39]([OH:40])[C@@H:38]([OH:41])[C@H:37]([N:42]3[CH:50]=[N:49][C:48]4[C:43]3=[N:44][CH:45]=[N:46][C:47]=4[NH2:51])[O:36]2)([OH:32])=[O:31])[CH2:27][C@H:26]([N:52]2[CH:57]=[CH:56][C:55]([NH2:58])=[N:54][C:53]2=[O:59])[O:25]1)([OH:21])([OH:20])=[O:19].C(OC([N:67]([CH2:76][CH2:77][S:78][S:79][C:80]([CH3:83])([CH3:82])[CH3:81])[CH2:68][CH2:69][C:70](OCC#N)=[O:71])=O)(C)(C)C.C(N(CC)CC)C. (5) The reactants are: [CH3:1][C:2]1[CH:3]=[C:4]([CH:7]=[CH:8][C:9]=1[OH:10])[CH:5]=O.C([O-])(=O)C.[NH4+].[N+:16]([CH3:19])([O-:18])=[O:17]. Given the product [CH3:1][C:2]1[CH:3]=[C:4]([CH:5]=[CH:19][N+:16]([O-:18])=[O:17])[CH:7]=[CH:8][C:9]=1[OH:10], predict the reactants needed to synthesize it. (6) Given the product [CH3:1][N:2]([C:24]([C:20]1[CH:19]=[C:18]2[C:23](=[CH:22][CH:21]=1)[N:14]=[CH:15][CH:16]=[N:17]2)=[O:25])[NH:3][CH3:4], predict the reactants needed to synthesize it. The reactants are: [CH3:1][NH:2][NH:3][CH3:4].CCN(C(C)C)C(C)C.[N:14]1[C:23]2[C:18](=[CH:19][C:20]([C:24](Cl)=[O:25])=[CH:21][CH:22]=2)[N:17]=[CH:16][CH:15]=1. (7) Given the product [N+:40]([C:35]1[CH:36]=[CH:37][CH:38]=[CH:39][C:34]=1[S:31]([NH:30][CH2:29][CH2:28][CH2:27][CH2:26][CH2:25][CH2:24][NH:23][C:11]1[N:15]2[CH:16]=[C:17]([C:19]([O:21][CH3:22])=[O:20])[N:18]=[C:14]2[S:13][N:12]=1)(=[O:33])=[O:32])([O-:42])=[O:41], predict the reactants needed to synthesize it. The reactants are: CC1C=CC(S([C:11]2[N:15]3[CH:16]=[C:17]([C:19]([O:21][CH3:22])=[O:20])[N:18]=[C:14]3[S:13][N:12]=2)(=O)=O)=CC=1.[NH2:23][CH2:24][CH2:25][CH2:26][CH2:27][CH2:28][CH2:29][NH:30][S:31]([C:34]1[CH:39]=[CH:38][CH:37]=[CH:36][C:35]=1[N+:40]([O-:42])=[O:41])(=[O:33])=[O:32].C(N(CC)CC)C. (8) Given the product [C:25]1([CH3:35])[CH:26]=[CH:27][C:28]([S:31]([OH:34])(=[O:32])=[O:33])=[CH:29][CH:30]=1.[Cl:1][C:2]1[CH:3]=[C:4]2[C:8](=[CH:9][CH:10]=1)[NH:7][C:6]([C:11]([NH:13][NH:14][C:15](=[O:24])[C:16]1[CH:21]=[CH:20][C:19]([F:22])=[CH:18][C:17]=1[NH2:23])=[O:12])=[CH:5]2, predict the reactants needed to synthesize it. The reactants are: [Cl:1][C:2]1[CH:3]=[C:4]2[C:8](=[CH:9][CH:10]=1)[NH:7][C:6]([C:11]([NH:13][NH:14][C:15](=[O:24])[C:16]1[CH:21]=[CH:20][C:19]([F:22])=[CH:18][C:17]=1[NH2:23])=[O:12])=[CH:5]2.[C:25]1([CH3:35])[CH:30]=[CH:29][C:28]([S:31]([OH:34])(=[O:33])=[O:32])=[CH:27][CH:26]=1.